Dataset: Reaction yield outcomes from USPTO patents with 853,638 reactions. Task: Predict the reaction yield, written as a fraction of the theoretical maximum amount of product (1.0 means a 100% yield; for example, 0.34 means a 34% yield). (1) The reactants are [CH3:1][S:2]([CH2:5][CH2:6][CH2:7][OH:8])(=[O:4])=[O:3].N(C(N1CCCCC1)=O)=N[C:11](N1CCCCC1)=[O:12].[Cl:27][C:28]1[CH:47]=[CH:46][C:31]([NH:32][C:33]2[C:42]3[C:37](=[CH:38][C:39](O)=[C:40](OC)[CH:41]=3)[N:36]=[CH:35][N:34]=2)=[C:30]([F:48])[CH:29]=1.C(P(CCCC)CCCC)CCC.Cl. The catalyst is C(Cl)Cl.CC(C)=O.CO.C(Cl)Cl. The product is [ClH:27].[Cl:27][C:28]1[CH:47]=[CH:46][C:31]([NH:32][C:33]2[C:42]3[C:37](=[CH:38][C:39]([O:8][CH2:7][CH2:6][CH2:5][S:2]([CH3:1])(=[O:4])=[O:3])=[CH:40][CH:41]=3)[N:36]=[C:35]([O:12][CH3:11])[N:34]=2)=[C:30]([F:48])[CH:29]=1. The yield is 0.290. (2) The reactants are C([O:4][CH2:5][C:6]1[N:11]=[C:10]2[O:12][CH2:13][CH2:14][O:15][C:9]2=[CH:8][CH:7]=1)(=O)C.[OH-].[Na+]. The catalyst is CO. The product is [O:15]1[C:9]2[C:10](=[N:11][C:6]([CH2:5][OH:4])=[CH:7][CH:8]=2)[O:12][CH2:13][CH2:14]1. The yield is 0.800. (3) The reactants are [OH:1][C:2]1[CH:10]=[CH:9][CH:8]=[C:7]([O:11][CH3:12])[C:3]=1[C:4]([OH:6])=O.C(N(C(C)C)C(C)C)C.CN(C(ON1N=NC2C=CC=CC1=2)=[N+](C)C)C.F[P-](F)(F)(F)(F)F.[CH2:46]([O:53][C:54]1[CH:59]=[C:58]([NH:60][C:61]2[N:66]=[C:65]([N:67]3[CH2:72][C@@H:71]([NH:73][C:74]([O:76][C:77]([CH3:80])([CH3:79])[CH3:78])=[O:75])[CH2:70][C@@H:69]([NH:81][C:82]([O:84][C:85]([CH3:88])([CH3:87])[CH3:86])=[O:83])[CH2:68]3)[N:64]=[C:63]([N:89]3[CH2:94][C@@H:93]([NH:95][C:96]([O:98][C:99]([CH3:102])([CH3:101])[CH3:100])=[O:97])[CH2:92][C@@H:91]([NH:103][C:104]([O:106][C:107]([CH3:110])([CH3:109])[CH3:108])=[O:105])[CH2:90]3)[N:62]=2)[CH:57]=[CH:56][C:55]=1[NH2:111])[C:47]1[CH:52]=[CH:51][CH:50]=[CH:49][CH:48]=1. The product is [CH2:46]([O:53][C:54]1[CH:59]=[C:58]([NH:60][C:61]2[N:66]=[C:65]([N:67]3[CH2:72][C@@H:71]([NH:73][C:74]([O:76][C:77]([CH3:78])([CH3:79])[CH3:80])=[O:75])[CH2:70][C@@H:69]([NH:81][C:82]([O:84][C:85]([CH3:88])([CH3:87])[CH3:86])=[O:83])[CH2:68]3)[N:64]=[C:63]([N:89]3[CH2:90][C@@H:91]([NH:103][C:104]([O:106][C:107]([CH3:110])([CH3:109])[CH3:108])=[O:105])[CH2:92][C@@H:93]([NH:95][C:96]([O:98][C:99]([CH3:102])([CH3:101])[CH3:100])=[O:97])[CH2:94]3)[N:62]=2)[CH:57]=[CH:56][C:55]=1[NH:111][C:4](=[O:6])[C:3]1[C:7]([O:11][CH3:12])=[CH:8][CH:9]=[CH:10][C:2]=1[OH:1])[C:47]1[CH:48]=[CH:49][CH:50]=[CH:51][CH:52]=1. The yield is 0.345. The catalyst is CN(C=O)C. (4) The reactants are [CH3:1][N:2]1[C:15]2[C:6]([CH:7]=[CH:8][C:9]3[N:19]([C:20]4[CH:25]=[CH:24][CH:23]=[CH:22][N:21]=4)[CH2:18][CH:17]=[C:11]4[NH:12][C:13](=[O:16])[C:14]=2[C:10]=34)=[C:5]([N+:26]([O-])=O)[CH:4]=[CH:3]1.[Cl-].[NH4+].O. The catalyst is O1CCCC1.C(O)C.[Zn]. The product is [NH2:26][C:5]1[CH:4]=[CH:3][N:2]([CH3:1])[C:15]2[C:6]=1[CH:7]=[CH:8][C:9]1[N:19]([C:20]3[CH:25]=[CH:24][CH:23]=[CH:22][N:21]=3)[CH2:18][CH:17]=[C:11]3[NH:12][C:13](=[O:16])[C:14]=2[C:10]=13. The yield is 0.880.